The task is: Predict which catalyst facilitates the given reaction.. This data is from Catalyst prediction with 721,799 reactions and 888 catalyst types from USPTO. (1) Reactant: [CH3:1][O:2][C:3](=[O:25])[C:4]1[CH:9]=[CH:8][C:7](N)=[CH:6][C:5]=1[NH:11][C:12](=[O:24])[C:13]1[CH:18]=[CH:17][C:16]([O:19][C:20]([F:23])([F:22])[F:21])=[CH:15][CH:14]=1.N([O-])=[O:27].[Na+]. Product: [CH3:1][O:2][C:3](=[O:25])[C:4]1[CH:9]=[CH:8][C:7]([OH:27])=[CH:6][C:5]=1[NH:11][C:12](=[O:24])[C:13]1[CH:18]=[CH:17][C:16]([O:19][C:20]([F:23])([F:22])[F:21])=[CH:15][CH:14]=1. The catalyst class is: 55. (2) Reactant: [I-].[C:2]([CH:5]([CH2:11][CH:12]([CH3:14])[CH3:13])[CH2:6][N+:7]([CH3:10])([CH3:9])C)(=[O:4])[CH3:3].[CH3:15][O:16][C:17]1[CH:18]=[C:19]2[C:24](=[CH:25][C:26]=1[O:27][CH3:28])C=NC[CH2:20]2.C(O)C.O. Product: [CH2:11]([CH:5]1[CH2:6][N:7]2[CH2:9][CH2:20][C:19]3[C:24]([CH:10]2[CH2:3][C:2]1=[O:4])=[CH:25][C:26]([O:27][CH3:28])=[C:17]([O:16][CH3:15])[CH:18]=3)[CH:12]([CH3:13])[CH3:14]. The catalyst class is: 4.